From a dataset of Reaction yield outcomes from USPTO patents with 853,638 reactions. Predict the reaction yield, written as a fraction of the theoretical maximum amount of product (1.0 means a 100% yield; for example, 0.34 means a 34% yield). (1) The reactants are Br[C:2]1([NH:7][CH2:8][C:9]([C:12]2[CH:17]=[CH:16][C:15]([F:18])=[CH:14][CH:13]=2)([CH3:11])[CH3:10])[S:6][NH:5][CH:4]=[N:3]1.[C:19]([Cu])#[N:20]. No catalyst specified. The product is [F:18][C:15]1[CH:16]=[CH:17][C:12]([C:9]([CH3:11])([CH3:10])[CH2:8][NH:7][C:2]2[S:6][N:5]=[C:4]([C:19]#[N:20])[N:3]=2)=[CH:13][CH:14]=1. The yield is 0.0900. (2) The reactants are [CH:1]1([NH:7][C:8]2[C:17]([N+:18]([O-])=O)=[CH:16][C:11]([C:12]([O:14][CH3:15])=[O:13])=[CH:10][N:9]=2)[CH2:6][CH2:5][CH2:4][CH2:3][CH2:2]1.Cl.[OH:22][C:23]1[CH:33]=[CH:32][C:26]([C:27](=N)OCC)=[CH:25][CH:24]=1. The catalyst is CO. The product is [CH:1]1([N:7]2[C:8]3=[N:9][CH:10]=[C:11]([C:12]([O:14][CH3:15])=[O:13])[CH:16]=[C:17]3[N:18]=[C:27]2[C:26]2[CH:32]=[CH:33][C:23]([OH:22])=[CH:24][CH:25]=2)[CH2:6][CH2:5][CH2:4][CH2:3][CH2:2]1. The yield is 0.880. (3) The reactants are [C:1]([C:5]1[NH:6][C:7]2[C:12]([CH:13]=1)=[C:11]([F:14])[CH:10]=[CH:9][CH:8]=2)([CH3:4])([CH3:3])[CH3:2].[N+:15]([O-])([O-:17])=[O:16].[K+].O. The catalyst is OS(O)(=O)=O. The product is [C:1]([C:5]1[NH:6][C:7]2[C:12]([CH:13]=1)=[C:11]([F:14])[C:10]([N+:15]([O-:17])=[O:16])=[CH:9][CH:8]=2)([CH3:4])([CH3:2])[CH3:3]. The yield is 0.730. (4) The reactants are [OH2:1].Cl.O[NH2:4].C(=O)([O-])[O-].[Na+].[Na+].[O:11]1[C:15]2([CH2:20][CH2:19][CH2:18][CH2:17][CH2:16]2)[O:14][CH2:13][C@@H:12]1[CH:21]=O. The catalyst is C1COCC1. The product is [O:11]1[C:15]2([CH2:20][CH2:19][CH2:18][CH2:17][CH2:16]2)[O:14][CH2:13][C@@H:12]1[CH:21]=[N:4][OH:1]. The yield is 0.990. (5) The reactants are [NH:1]1[CH:5]=[CH:4][C:3]([NH:6][C:7]2[C:16]3[C:11](=[CH:12][CH:13]=[CH:14][CH:15]=3)[N:10]=[C:9]([C:17]([O:19]CC)=O)[N:8]=2)=[N:2]1.[F:22][C:23]1[CH:28]=[CH:27][C:26]([Mg]Br)=[CH:25][CH:24]=1. The catalyst is C1COCC1. The product is [NH:1]1[CH:5]=[CH:4][C:3]([NH:6][C:7]2[C:16]3[C:11](=[CH:12][CH:13]=[CH:14][CH:15]=3)[N:10]=[C:9]([C:17]([C:26]3[CH:27]=[CH:28][C:23]([F:22])=[CH:24][CH:25]=3)([C:26]3[CH:27]=[CH:28][C:23]([F:22])=[CH:24][CH:25]=3)[OH:19])[N:8]=2)=[N:2]1. The yield is 0.0800. (6) The catalyst is C(Cl)Cl. The yield is 0.860. The product is [CH3:76][S:77]([O:21][C@H:19]1[CH2:18][CH2:17][C@@H:16]([NH:22][C:23]([O:24][C:25]([CH3:26])([CH3:28])[CH3:27])=[O:29])[C@H:15]([C:12]2[CH:13]=[CH:14][C:9]([Cl:8])=[CH:10][CH:11]=2)[CH2:20]1)(=[O:79])=[O:78]. The reactants are C(N(CC)CC)C.[Cl:8][C:9]1[CH:14]=[CH:13][C:12]([C@@H:15]2[CH2:20][C@@H:19]([OH:21])[CH2:18][CH2:17][C@H:16]2[NH:22][C:23](=[O:29])[O:24][C:25]([CH3:28])([CH3:27])[CH3:26])=[CH:11][CH:10]=1.O[C@H]1CC[C@@H](NC(=O)OC(C)(C)C)[C@H](C2C=CC(C(F)(F)F)=CC=2)C1.ClC1C=CC([Mg]Cl)=CC=1.FC(F)(F)C1C=CC([Mg]Br)=CC=1.[CH3:76][S:77](Cl)(=[O:79])=[O:78].C([O-])(O)=O.[Na+]. (7) The reactants are C([Li])CCC.[Cl-].[Cl:7][CH2:8][P+](C1C=CC=CC=1)(C1C=CC=CC=1)C1C=CC=CC=1.O=[C:29]1[CH:35]=[CH:34][C:33]2[CH:36]=[C:37]([C:40]([O:42][CH3:43])=[O:41])[CH:38]=[CH:39][C:32]=2[O:31][CH2:30]1.Cl. The catalyst is O1CCCC1.ClCCl.O. The product is [Cl:7][CH:8]=[C:29]1[CH:35]=[CH:34][C:33]2[CH:36]=[C:37]([C:40]([O:42][CH3:43])=[O:41])[CH:38]=[CH:39][C:32]=2[O:31][CH2:30]1. The yield is 0.960. (8) The reactants are NC1C2C=CN(C(OCC3C=CC=CC=3)=O)C=2C=CN=1.C(N(CC)CC)C.C1(C(Cl)=O)CC1.[CH:34]1([C:37]([N:39](C(C2CC2)=O)[C:40]2[C:45]3[CH:46]=[CH:47][N:48](C(OCC4C=CC=CC=4)=O)[C:44]=3[CH:43]=[CH:42][N:41]=2)=[O:38])[CH2:36][CH2:35]1.C1(C(NC2C3C=CN(C(OCC4C=CC=CC=4)=O)C=3C=CN=2)=O)CC1.C(=O)([O-])[O-].[K+].[K+]. The catalyst is O1CCCC1.CO. The product is [NH:48]1[C:44]2[CH:43]=[CH:42][N:41]=[C:40]([NH:39][C:37]([CH:34]3[CH2:35][CH2:36]3)=[O:38])[C:45]=2[CH:46]=[CH:47]1. The yield is 0.690.